This data is from Full USPTO retrosynthesis dataset with 1.9M reactions from patents (1976-2016). The task is: Predict the reactants needed to synthesize the given product. (1) Given the product [CH2:19]([O:2][C:3]1[C:12]2[C:7](=[CH:8][CH:9]=[CH:10][CH:11]=2)[C:6]([S:13]([O-:16])(=[O:14])=[O:15])=[CH:5][CH:4]=1)[C:20]1[CH:25]=[CH:24][CH:23]=[CH:22][CH:21]=1.[Na+:1], predict the reactants needed to synthesize it. The reactants are: [Na+:1].[OH:2][C:3]1[C:12]2[C:7](=[CH:8][CH:9]=[CH:10][CH:11]=2)[C:6]([S:13]([O-:16])(=[O:15])=[O:14])=[CH:5][CH:4]=1.[OH-].[Na+].[CH2:19](Br)[C:20]1[CH:25]=[CH:24][CH:23]=[CH:22][CH:21]=1. (2) Given the product [CH:26]1([O:1][C:2]2[C:7]3[C:8]([O:11][CH2:12][CH:13]4[CH2:14][CH2:15][N:16]([C:19]([O:21][C:22]([CH3:25])([CH3:24])[CH3:23])=[O:20])[CH2:17][CH2:18]4)=[N:9][O:10][C:6]=3[CH:5]=[CH:4][CH:3]=2)[CH2:30][CH2:29][CH2:28][CH2:27]1, predict the reactants needed to synthesize it. The reactants are: [OH:1][C:2]1[C:7]2[C:8]([O:11][CH2:12][CH:13]3[CH2:18][CH2:17][N:16]([C:19]([O:21][C:22]([CH3:25])([CH3:24])[CH3:23])=[O:20])[CH2:15][CH2:14]3)=[N:9][O:10][C:6]=2[CH:5]=[CH:4][CH:3]=1.[CH:26]1(O)[CH2:30][CH2:29][CH2:28][CH2:27]1.OCCC1CCN(C(OC(C)(C)C)=O)CC1. (3) Given the product [O:7]=[C:6]1[C:5]2[CH:8]=[CH:9][CH:10]=[CH:11][C:4]=2[C:3](=[O:12])[N:2]1[O:1][CH2:20][C:21]([O:23][C:24]([CH3:27])([CH3:26])[CH3:25])=[O:22], predict the reactants needed to synthesize it. The reactants are: [OH:1][N:2]1[C:6](=[O:7])[C:5]2=[CH:8][CH:9]=[CH:10][CH:11]=[C:4]2[C:3]1=[O:12].C([O-])([O-])=O.[K+].[K+].Br[CH2:20][C:21]([O:23][C:24]([CH3:27])([CH3:26])[CH3:25])=[O:22]. (4) Given the product [C:1]([C:4]1[C:22](=[O:23])[C@@:8]2([CH3:24])[C:9]3[C:15]([OH:16])=[CH:14][C:13]([O:17][CH3:18])=[C:12]([C:19]([NH:21][CH2:38][C:31]4[C:32]5[C:37](=[CH:36][CH:35]=[CH:34][CH:33]=5)[C:28]([O:27][CH3:26])=[CH:29][CH:30]=4)=[O:20])[C:10]=3[O:11][C:7]2=[CH:6][C:5]=1[OH:25])(=[O:3])[CH3:2], predict the reactants needed to synthesize it. The reactants are: [C:1]([C:4]1[C:22](=[O:23])[C@@:8]2([CH3:24])[C:9]3[C:15]([OH:16])=[CH:14][C:13]([O:17][CH3:18])=[C:12]([C:19]([NH2:21])=[O:20])[C:10]=3[O:11][C:7]2=[CH:6][C:5]=1[OH:25])(=[O:3])[CH3:2].[CH3:26][O:27][C:28]1[C:37]2[C:32](=[CH:33][CH:34]=[CH:35][CH:36]=2)[C:31]([CH:38]=O)=[CH:30][CH:29]=1.C([SiH](CC)CC)C.FC(F)(F)C(O)=O. (5) Given the product [CH2:47]([O:54][C:4]([N:6]1[C:15]2[C:10](=[N:11][C:12]([O:16][CH3:17])=[CH:13][CH:14]=2)[C@H:9]([C:18]2[C:23]([CH2:24][C:25]3[CH:30]=[C:29]([C:31]([F:32])([F:33])[F:34])[CH:28]=[C:27]([C:35]([F:38])([F:37])[F:36])[CH:26]=3)=[CH:22][C:21]([C:39](=[NH:40])[NH:46][OH:45])=[CH:20][N:19]=2)[CH2:8][C@@:7]1([NH2:43])[CH2:41][CH3:42])=[O:3])[CH3:48], predict the reactants needed to synthesize it. The reactants are: C([O:3][C:4]([N:6]1[C:15]2[C:10](=[N:11][C:12]([O:16][CH3:17])=[CH:13][CH:14]=2)[C@H:9]([C:18]2[C:23]([CH2:24][C:25]3[CH:30]=[C:29]([C:31]([F:34])([F:33])[F:32])[CH:28]=[C:27]([C:35]([F:38])([F:37])[F:36])[CH:26]=3)=[CH:22][C:21]([C:39]#[N:40])=[CH:20][N:19]=2)[CH2:8][C@@:7]1([NH2:43])[CH2:41][CH3:42])=O)C.[Cl-].[OH:45][NH3+:46].[CH2:47](N(CC)CC)[CH3:48].[OH2:54].